This data is from Forward reaction prediction with 1.9M reactions from USPTO patents (1976-2016). The task is: Predict the product of the given reaction. (1) Given the reactants [Cl:1][C:2]1[CH:27]=[CH:26][C:5]2[N:6]3[C:10]([CH2:11][NH:12][CH2:13][C:4]=2[CH:3]=1)=[N:9][N:8]=[C:7]3[C@H:14]1[CH2:19][CH2:18][C@H:17]([C:20]2[CH:24]=[C:23]([CH3:25])[O:22][N:21]=2)[CH2:16][CH2:15]1.C(=O)([O-])[O-].[Cs+].[Cs+].FC(F)(F)S(O[CH2:40][CH:41]([F:43])[F:42])(=O)=O, predict the reaction product. The product is: [Cl:1][C:2]1[CH:27]=[CH:26][C:5]2[N:6]3[C:10]([CH2:11][N:12]([CH2:40][CH:41]([F:43])[F:42])[CH2:13][C:4]=2[CH:3]=1)=[N:9][N:8]=[C:7]3[C@H:14]1[CH2:15][CH2:16][C@H:17]([C:20]2[CH:24]=[C:23]([CH3:25])[O:22][N:21]=2)[CH2:18][CH2:19]1. (2) Given the reactants [F:1][C:2]1[CH:7]=[CH:6][C:5]([C:8]2([C:13]([OH:15])=O)[CH2:12][CH2:11][CH2:10][CH2:9]2)=[CH:4][CH:3]=1.[NH2:16][CH2:17][CH2:18][CH2:19][N:20]1[CH2:25][CH2:24][CH:23]([C:26]2[CH:27]=[C:28]([NH:32][C:33](=[O:37])[CH:34]([CH3:36])[CH3:35])[CH:29]=[CH:30][CH:31]=2)[CH2:22][CH2:21]1, predict the reaction product. The product is: [F:1][C:2]1[CH:3]=[CH:4][C:5]([C:8]2([C:13]([NH:16][CH2:17][CH2:18][CH2:19][N:20]3[CH2:25][CH2:24][CH:23]([C:26]4[CH:31]=[CH:30][CH:29]=[C:28]([NH:32][C:33](=[O:37])[CH:34]([CH3:35])[CH3:36])[CH:27]=4)[CH2:22][CH2:21]3)=[O:15])[CH2:9][CH2:10][CH2:11][CH2:12]2)=[CH:6][CH:7]=1. (3) Given the reactants ClC1C=CC(C=O)=CC=1[N+]([O-])=O.C1(NC(C2CCNCC2)=O)CCCCC1.[CH:28]1([NH:34][C:35]([CH:37]2[CH2:42][CH2:41][N:40]([CH2:43][C:44]3[CH:49]=[CH:48][C:47]([Cl:50])=[C:46]([N+:51]([O-])=O)[CH:45]=3)[CH2:39][CH2:38]2)=[O:36])[CH2:33][CH2:32][CH2:31][CH2:30][CH2:29]1, predict the reaction product. The product is: [CH:28]1([NH:34][C:35]([CH:37]2[CH2:42][CH2:41][N:40]([CH2:43][C:44]3[CH:49]=[CH:48][C:47]([Cl:50])=[C:46]([NH2:51])[CH:45]=3)[CH2:39][CH2:38]2)=[O:36])[CH2:33][CH2:32][CH2:31][CH2:30][CH2:29]1. (4) Given the reactants COCCN(S(F)(F)[F:11])CCOC.[CH2:14]([O:16][C:17]([C:19]1[N:24]=[CH:23][C:22]([CH2:25]O)=[CH:21][N:20]=1)=[CH2:18])[CH3:15].C(=O)([O-])O.[Na+], predict the reaction product. The product is: [CH2:14]([O:16][C:17]([C:19]1[N:24]=[CH:23][C:22]([CH2:25][F:11])=[CH:21][N:20]=1)=[CH2:18])[CH3:15]. (5) Given the reactants [C@H:1]12[CH2:6][C@H:5]1[CH2:4][NH:3][C@@H:2]2[CH2:7][NH:8][C:9]([C:11]1[N:18]2[C:14]([S:15][CH:16]=[CH:17]2)=[N:13][C:12]=1[CH3:19])=[O:10].[F:20][C:21]1[CH:22]=[C:23]([C:27]2[O:31][C:30]([CH3:32])=[N:29][C:28]=2[C:33](O)=[O:34])[CH:24]=[CH:25][CH:26]=1, predict the reaction product. The product is: [F:20][C:21]1[CH:22]=[C:23]([C:27]2[O:31][C:30]([CH3:32])=[N:29][C:28]=2[C:33]([N:3]2[CH2:4][C@H:5]3[C@H:1]([CH2:6]3)[C@H:2]2[CH2:7][NH:8][C:9]([C:11]2[N:18]3[C:14]([S:15][CH:16]=[CH:17]3)=[N:13][C:12]=2[CH3:19])=[O:10])=[O:34])[CH:24]=[CH:25][CH:26]=1.